Dataset: NCI-60 drug combinations with 297,098 pairs across 59 cell lines. Task: Regression. Given two drug SMILES strings and cell line genomic features, predict the synergy score measuring deviation from expected non-interaction effect. (1) Drug 1: C1C(C(OC1N2C=NC3=C(N=C(N=C32)Cl)N)CO)O. Drug 2: CN1C2=C(C=C(C=C2)N(CCCl)CCCl)N=C1CCCC(=O)O.Cl. Cell line: SN12C. Synergy scores: CSS=29.0, Synergy_ZIP=-1.05, Synergy_Bliss=-1.11, Synergy_Loewe=-45.4, Synergy_HSA=-5.99. (2) Drug 1: C1CC(=O)NC(=O)C1N2C(=O)C3=CC=CC=C3C2=O. Drug 2: CC1C(C(CC(O1)OC2CC(CC3=C2C(=C4C(=C3O)C(=O)C5=C(C4=O)C(=CC=C5)OC)O)(C(=O)CO)O)N)O.Cl. Cell line: COLO 205. Synergy scores: CSS=52.0, Synergy_ZIP=-0.965, Synergy_Bliss=-0.399, Synergy_Loewe=-32.8, Synergy_HSA=-0.0244. (3) Drug 1: C1C(C(OC1N2C=C(C(=O)NC2=O)F)CO)O. Drug 2: C#CCC(CC1=CN=C2C(=N1)C(=NC(=N2)N)N)C3=CC=C(C=C3)C(=O)NC(CCC(=O)O)C(=O)O. Cell line: OVCAR-8. Synergy scores: CSS=47.4, Synergy_ZIP=-1.64, Synergy_Bliss=-1.68, Synergy_Loewe=-9.10, Synergy_HSA=-0.709. (4) Drug 1: CC12CCC(CC1=CCC3C2CCC4(C3CC=C4C5=CN=CC=C5)C)O. Drug 2: C#CCC(CC1=CN=C2C(=N1)C(=NC(=N2)N)N)C3=CC=C(C=C3)C(=O)NC(CCC(=O)O)C(=O)O. Cell line: A498. Synergy scores: CSS=-1.51, Synergy_ZIP=-0.360, Synergy_Bliss=-2.80, Synergy_Loewe=-10.3, Synergy_HSA=-4.88. (5) Drug 1: C(=O)(N)NO. Drug 2: C1=NC2=C(N1)C(=S)N=CN2. Cell line: U251. Synergy scores: CSS=22.6, Synergy_ZIP=-1.57, Synergy_Bliss=-2.07, Synergy_Loewe=-25.4, Synergy_HSA=-1.82. (6) Drug 1: COC1=C(C=C2C(=C1)N=CN=C2NC3=CC(=C(C=C3)F)Cl)OCCCN4CCOCC4. Drug 2: COCCOC1=C(C=C2C(=C1)C(=NC=N2)NC3=CC=CC(=C3)C#C)OCCOC.Cl. Cell line: HS 578T. Synergy scores: CSS=16.2, Synergy_ZIP=1.88, Synergy_Bliss=4.44, Synergy_Loewe=0.238, Synergy_HSA=4.03. (7) Drug 2: COC1=CC(=CC(=C1O)OC)C2C3C(COC3=O)C(C4=CC5=C(C=C24)OCO5)OC6C(C(C7C(O6)COC(O7)C8=CC=CS8)O)O. Synergy scores: CSS=55.3, Synergy_ZIP=3.68, Synergy_Bliss=1.24, Synergy_Loewe=-20.1, Synergy_HSA=1.44. Cell line: ACHN. Drug 1: C1CCN(CC1)CCOC2=CC=C(C=C2)C(=O)C3=C(SC4=C3C=CC(=C4)O)C5=CC=C(C=C5)O. (8) Drug 1: CN(CC1=CN=C2C(=N1)C(=NC(=N2)N)N)C3=CC=C(C=C3)C(=O)NC(CCC(=O)O)C(=O)O. Drug 2: COC1=NC(=NC2=C1N=CN2C3C(C(C(O3)CO)O)O)N. Cell line: LOX IMVI. Synergy scores: CSS=31.7, Synergy_ZIP=1.78, Synergy_Bliss=-2.41, Synergy_Loewe=-31.4, Synergy_HSA=-2.50.